Dataset: Aqueous solubility values for 9,982 compounds from the AqSolDB database. Task: Regression/Classification. Given a drug SMILES string, predict its absorption, distribution, metabolism, or excretion properties. Task type varies by dataset: regression for continuous measurements (e.g., permeability, clearance, half-life) or binary classification for categorical outcomes (e.g., BBB penetration, CYP inhibition). For this dataset (solubility_aqsoldb), we predict Y. (1) The molecule is CCCCCCC(O)CCCCCCCCCCC(=O)NCCNC(=O)CCCCCCCCCCC(O)CCCCCC. The Y is -6.74 log mol/L. (2) The compound is COc1nc(Nc2ccccc2)nc(Nc2ccc(/C=C/c3ccc(Nc4nc(Nc5ccccc5)nc(OC)n4)cc3S(=O)(=O)[O-])c(S(=O)(=O)[O-])c2)n1.[Na+].[Na+]. The Y is -1.76 log mol/L.